From a dataset of Reaction yield outcomes from USPTO patents with 853,638 reactions. Predict the reaction yield, written as a fraction of the theoretical maximum amount of product (1.0 means a 100% yield; for example, 0.34 means a 34% yield). The reactants are C([O:5][C:6](=[O:20])[NH:7][CH:8]([CH2:11][C:12]1[CH:17]=[CH:16][C:15]([F:18])=[C:14]([F:19])[CH:13]=1)[CH2:9]O)(C)(C)C.[H-].[Na+]. The product is [F:19][C:14]1[CH:13]=[C:12]([CH:17]=[CH:16][C:15]=1[F:18])[CH2:11][CH:8]1[CH2:9][O:20][C:6](=[O:5])[NH:7]1. The catalyst is C1COCC1. The yield is 0.760.